From a dataset of Reaction yield outcomes from USPTO patents with 853,638 reactions. Predict the reaction yield, written as a fraction of the theoretical maximum amount of product (1.0 means a 100% yield; for example, 0.34 means a 34% yield). (1) The reactants are [CH:1]1([C:4]2[CH:13]=[CH:12][C:7]([C:8]([O:10][CH3:11])=[O:9])=[C:6]([CH2:14][CH3:15])[CH:5]=2)[CH2:3][CH2:2]1.[I:16]I.S(=O)(=O)(O)O. The catalyst is CC(O)=O. The product is [CH:1]1([C:4]2[C:13]([I:16])=[CH:12][C:7]([C:8]([O:10][CH3:11])=[O:9])=[C:6]([CH2:14][CH3:15])[CH:5]=2)[CH2:2][CH2:3]1. The yield is 0.490. (2) The reactants are [CH2:1]([O:8][C:9]([N:11]1[CH2:15][CH2:14][CH2:13][CH:12]1[C:16]1[NH:17][C:18]([C:21]2[CH:26]=[CH:25][C:24](Br)=[CH:23][CH:22]=2)=[CH:19][N:20]=1)=[O:10])[C:2]1[CH:7]=[CH:6][CH:5]=[CH:4][CH:3]=1.[C:28]([O:32][C:33]([NH:35][C:36]1[CH:37]=[C:38](B(O)O)[CH:39]=[CH:40][CH:41]=1)=[O:34])([CH3:31])([CH3:30])[CH3:29].C([O-])([O-])=O.[K+].[K+].N#N. The catalyst is C1C=CC([P]([Pd]([P](C2C=CC=CC=2)(C2C=CC=CC=2)C2C=CC=CC=2)([P](C2C=CC=CC=2)(C2C=CC=CC=2)C2C=CC=CC=2)[P](C2C=CC=CC=2)(C2C=CC=CC=2)C2C=CC=CC=2)(C2C=CC=CC=2)C2C=CC=CC=2)=CC=1.COCCOC. The product is [CH2:1]([O:8][C:9]([N:11]1[CH2:15][CH2:14][CH2:13][CH:12]1[C:16]1[NH:17][C:18]([C:21]2[CH:26]=[CH:25][C:24]([C:38]3[CH:39]=[CH:40][CH:41]=[C:36]([NH:35][C:33]([O:32][C:28]([CH3:31])([CH3:30])[CH3:29])=[O:34])[CH:37]=3)=[CH:23][CH:22]=2)=[CH:19][N:20]=1)=[O:10])[C:2]1[CH:7]=[CH:6][CH:5]=[CH:4][CH:3]=1. The yield is 0.640. (3) The reactants are S([Cl:5])(C)(=O)=O.[O:6]1[C:10]2[CH:11]=[CH:12][CH:13]=[CH:14][C:9]=2[CH:8]=[C:7]1[C:15]1[N:24]=[C:23]([NH:25][CH2:26][CH2:27][CH2:28]O)[C:22]2[C:17](=[CH:18][CH:19]=[CH:20][CH:21]=2)[N:16]=1.[CH2:30]([N:32](CC)[CH2:33][CH3:34])[CH3:31].N1CCCC1.[ClH:42]. No catalyst specified. The product is [ClH:5].[ClH:42].[O:6]1[C:10]2[CH:11]=[CH:12][CH:13]=[CH:14][C:9]=2[CH:8]=[C:7]1[C:15]1[N:24]=[C:23]([NH:25][CH2:26][CH2:27][CH2:28][N:32]2[CH2:33][CH2:34][CH2:31][CH2:30]2)[C:22]2[C:17](=[CH:18][CH:19]=[CH:20][CH:21]=2)[N:16]=1. The yield is 0.420. (4) The reactants are [C:1]1([C:7]2([C:12]3[CH:30]=[CH:29][C:15]([CH2:16][N:17]4[CH2:22][CH2:21][N:20]([CH2:23][C:24](OCC)=[O:25])[CH2:19][CH2:18]4)=[CH:14][CH:13]=3)[O:11][CH2:10][CH2:9][O:8]2)[CH:6]=[CH:5][CH:4]=[CH:3][CH:2]=1.[NH2:31][NH2:32]. The catalyst is C(O)C. The product is [C:1]1([C:7]2([C:12]3[CH:30]=[CH:29][C:15]([CH2:16][N:17]4[CH2:22][CH2:21][N:20]([CH2:23][C:24]([NH:31][NH2:32])=[O:25])[CH2:19][CH2:18]4)=[CH:14][CH:13]=3)[O:11][CH2:10][CH2:9][O:8]2)[CH:6]=[CH:5][CH:4]=[CH:3][CH:2]=1. The yield is 0.740. (5) The reactants are [N:1]12[CH2:8][CH2:7][C:4]([C:9]([C:17]3[CH:22]=[CH:21][CH:20]=[CH:19][CH:18]=3)([C:11]3[CH:16]=[CH:15][CH:14]=[CH:13][CH:12]=3)[OH:10])([CH2:5][CH2:6]1)[CH2:3][CH2:2]2.[Br:23][CH2:24][CH2:25][CH2:26][O:27][C:28]1[CH:33]=[CH:32][C:31]([Br:34])=[CH:30][CH:29]=1. The product is [Br-:23].[Br:34][C:31]1[CH:32]=[CH:33][C:28]([O:27][CH2:26][CH2:25][CH2:24][N+:1]23[CH2:6][CH2:5][C:4]([C:9]([OH:10])([C:17]4[CH:22]=[CH:21][CH:20]=[CH:19][CH:18]=4)[C:11]4[CH:12]=[CH:13][CH:14]=[CH:15][CH:16]=4)([CH2:3][CH2:2]2)[CH2:7][CH2:8]3)=[CH:29][CH:30]=1. The yield is 0.754. The catalyst is CC#N. (6) The reactants are [O:1]1[CH2:5][CH2:4][CH2:3][CH:2]1[C:6]1[CH:18]=[CH:17][C:9]([C:10]([O:12]C(C)(C)C)=[O:11])=[CH:8][CH:7]=1.FC(F)(F)C(O)=O. The catalyst is ClCCl. The product is [O:1]1[CH2:5][CH2:4][CH2:3][CH:2]1[C:6]1[CH:18]=[CH:17][C:9]([C:10]([OH:12])=[O:11])=[CH:8][CH:7]=1. The yield is 0.740. (7) The reactants are C(OC([N:8]([CH2:33][CH2:34][C:35]1[CH:40]=[CH:39][C:38]([O:41][C:42]([F:45])([F:44])[F:43])=[CH:37][CH:36]=1)[C:9]1[N:14]=[C:13]([O:15][CH3:16])[N:12]=[C:11]([N:17]2[CH2:21][C@@H:20]([C:22]3[CH:27]=[CH:26][CH:25]=[CH:24][C:23]=3[O:28][CH3:29])[C@H:19]([C:30]([OH:32])=[O:31])[CH2:18]2)[CH:10]=1)=O)(C)(C)C.C(O)(C(F)(F)F)=O. The catalyst is C(Cl)Cl. The product is [CH3:29][O:28][C:23]1[CH:24]=[CH:25][CH:26]=[CH:27][C:22]=1[C@@H:20]1[CH2:21][N:17]([C:11]2[CH:10]=[C:9]([NH:8][CH2:33][CH2:34][C:35]3[CH:40]=[CH:39][C:38]([O:41][C:42]([F:45])([F:43])[F:44])=[CH:37][CH:36]=3)[N:14]=[C:13]([O:15][CH3:16])[N:12]=2)[CH2:18][C@H:19]1[C:30]([OH:32])=[O:31]. The yield is 0.910. (8) The reactants are CC([N:5]([C@H:9]([C:11]1([OH:34])[CH2:14][N:13]([C:15]([C:17]2[C:22]([NH:23][C:24]3[CH:29]=[CH:28][C:27]([I:30])=[CH:26][C:25]=3[F:31])=[CH:21][C:20](=[O:32])[N:19]([CH3:33])[N:18]=2)=[O:16])[CH2:12]1)[CH3:10])C(=O)[O-])(C)C.Cl.C[OH:37]. No catalyst specified. The product is [C:20]([OH:32])(=[O:37])[CH3:21].[NH2:5][C@H:9]([C:11]1([OH:34])[CH2:14][N:13]([C:15]([C:17]2[C:22]([NH:23][C:24]3[CH:29]=[CH:28][C:27]([I:30])=[CH:26][C:25]=3[F:31])=[CH:21][C:20](=[O:32])[N:19]([CH3:33])[N:18]=2)=[O:16])[CH2:12]1)[CH3:10]. The yield is 0.870.